From a dataset of Catalyst prediction with 721,799 reactions and 888 catalyst types from USPTO. Predict which catalyst facilitates the given reaction. Reactant: [F:1][C:2]([F:19])([F:18])[O:3][C:4]1[CH:9]=[CH:8][C:7]([NH:10][C:11](=[O:17])[O:12][C:13]([CH3:16])([CH3:15])[CH3:14])=[CH:6][CH:5]=1.CN(CCN(C)C)C.C([Li])(CC)C.C1CCCCC1.C1C[O:42][CH2:41]C1. Product: [CH:41]([C:6]1[CH:5]=[C:4]([O:3][C:2]([F:18])([F:19])[F:1])[CH:9]=[CH:8][C:7]=1[NH:10][C:11](=[O:17])[O:12][C:13]([CH3:14])([CH3:15])[CH3:16])=[O:42]. The catalyst class is: 9.